This data is from Reaction yield outcomes from USPTO patents with 853,638 reactions. The task is: Predict the reaction yield, written as a fraction of the theoretical maximum amount of product (1.0 means a 100% yield; for example, 0.34 means a 34% yield). The reactants are [CH3:1][C@@H:2]1[N:6]([C:7]([O:9][C:10]([CH3:13])([CH3:12])[CH3:11])=[O:8])[C@H:5]([C:14]([O:16][CH2:17][C:18]([C:20]2[CH:21]=[CH:22][C:23]3[C:32]4[CH:31]=[C:30]5[CH2:33][CH2:34][CH:35](Br)[C:36](=[O:37])[C:29]5=[CH:28][C:27]=4[O:26][CH2:25][C:24]=3[CH:39]=2)=[O:19])=[O:15])[CH2:4][CH2:3]1.[C:40]([O:44][C:45]([N:47]1[CH2:51][C@@H:50]([CH2:52][O:53][CH3:54])[CH2:49][C@H:48]1[C:55]([OH:57])=[O:56])=[O:46])([CH3:43])([CH3:42])[CH3:41].C([O-])([O-])=O.[Cs+].[Cs+]. The catalyst is CC(C)=O.C(Cl)Cl. The product is [CH3:1][C@@H:2]1[N:6]([C:7]([O:9][C:10]([CH3:13])([CH3:12])[CH3:11])=[O:8])[C@H:5]([C:14]([O:16][CH2:17][C:18]([C:20]2[CH:21]=[CH:22][C:23]3[C:32]4[CH:31]=[C:30]5[CH2:33][CH2:34][CH:35]([O:57][C:55]([C@@H:48]6[CH2:49][C@H:50]([CH2:52][O:53][CH3:54])[CH2:51][N:47]6[C:45]([O:44][C:40]([CH3:43])([CH3:42])[CH3:41])=[O:46])=[O:56])[C:36](=[O:37])[C:29]5=[CH:28][C:27]=4[O:26][CH2:25][C:24]=3[CH:39]=2)=[O:19])=[O:15])[CH2:4][CH2:3]1. The yield is 0.650.